Dataset: NCI-60 drug combinations with 297,098 pairs across 59 cell lines. Task: Regression. Given two drug SMILES strings and cell line genomic features, predict the synergy score measuring deviation from expected non-interaction effect. Drug 1: CC1OCC2C(O1)C(C(C(O2)OC3C4COC(=O)C4C(C5=CC6=C(C=C35)OCO6)C7=CC(=C(C(=C7)OC)O)OC)O)O. Drug 2: COCCOC1=C(C=C2C(=C1)C(=NC=N2)NC3=CC=CC(=C3)C#C)OCCOC.Cl. Cell line: HS 578T. Synergy scores: CSS=34.7, Synergy_ZIP=5.46, Synergy_Bliss=4.84, Synergy_Loewe=-2.77, Synergy_HSA=4.47.